Dataset: Full USPTO retrosynthesis dataset with 1.9M reactions from patents (1976-2016). Task: Predict the reactants needed to synthesize the given product. (1) Given the product [CH2:40]([O:41][C:20](=[O:29])[NH:17][C:3]1[C:2]([Cl:1])=[CH:11][C:10]2[C:5](=[CH:6][CH:7]=[CH:8][CH:9]=2)[CH:4]=1)[CH3:39], predict the reactants needed to synthesize it. The reactants are: [Cl:1][C:2]1[C:3](C(O)=O)=[CH:4][C:5]2[C:10]([CH:11]=1)=[CH:9][CH:8]=[CH:7][CH:6]=2.C([N:17]([CH2:20]C)CC)C.C1C=CC(P(N=[N+]=[N-])(C2C=CC=CC=2)=[O:29])=CC=1.[CH3:39][CH2:40][OH:41]. (2) Given the product [Cl:12][C:11]1[CH:10]=[CH:9][C:6]([C:7]#[N:8])=[CH:5][C:4]=1[CH2:3][C@@H:2]([NH:1][C:15]1[N:20]=[C:19]([N:21]([CH3:34])[C:22]2[CH:27]=[CH:26][N:25]=[C:24]([C:28]3[CH:33]=[CH:32][CH:31]=[CH:30][CH:29]=3)[N:23]=2)[CH:18]=[CH:17][N:16]=1)[CH3:13], predict the reactants needed to synthesize it. The reactants are: [NH2:1][C@@H:2]([CH3:13])[CH2:3][C:4]1[CH:5]=[C:6]([CH:9]=[CH:10][C:11]=1[Cl:12])[C:7]#[N:8].F[C:15]1[N:20]=[C:19]([N:21]([CH3:34])[C:22]2[CH:27]=[CH:26][N:25]=[C:24]([C:28]3[CH:33]=[CH:32][CH:31]=[CH:30][CH:29]=3)[N:23]=2)[CH:18]=[CH:17][N:16]=1.CCN(C(C)C)C(C)C. (3) Given the product [OH:22][CH2:21][CH2:20][CH:17]1[CH2:18][CH2:19][N:14]([C:11](=[O:12])[CH2:10][O:9][CH2:8][CH2:7][C:1]2[CH:6]=[CH:5][CH:4]=[CH:3][CH:2]=2)[CH2:15][CH2:16]1, predict the reactants needed to synthesize it. The reactants are: [C:1]1([CH2:7][CH2:8][O:9][CH2:10][C:11](Cl)=[O:12])[CH:6]=[CH:5][CH:4]=[CH:3][CH:2]=1.[NH:14]1[CH2:19][CH2:18][CH:17]([CH2:20][CH2:21][OH:22])[CH2:16][CH2:15]1.C(N(CC)CC)C.